Dataset: Catalyst prediction with 721,799 reactions and 888 catalyst types from USPTO. Task: Predict which catalyst facilitates the given reaction. (1) Product: [NH2:31][C:11]1[CH:10]=[C:9]([O:8][CH2:1][C:2]2[CH:3]=[CH:4][CH:5]=[CH:6][CH:7]=2)[C:28]([O:29][CH3:30])=[CH:27][C:12]=1[C:13]([N:15]1[CH:19]=[C:18]([CH2:20][C:21]([O:23][CH3:24])=[O:22])[CH2:17][C@H:16]1[CH2:25][OH:26])=[O:14]. Reactant: [CH2:1]([O:8][C:9]1[C:28]([O:29][CH3:30])=[CH:27][C:12]([C:13]([N:15]2[CH:19]=[C:18]([CH2:20][C:21]([O:23][CH3:24])=[O:22])[CH2:17][C@H:16]2[CH2:25][OH:26])=[O:14])=[C:11]([N+:31]([O-])=O)[CH:10]=1)[C:2]1[CH:7]=[CH:6][CH:5]=[CH:4][CH:3]=1.Cl[Sn]Cl.C(Cl)(Cl)Cl.CO. The catalyst class is: 5. (2) Reactant: [Cl:1][C:2]1[N:3]([CH2:10][C@:11]([OH:15])([CH3:14])[CH2:12][OH:13])[CH:4]=[C:5]([N+:7]([O-:9])=[O:8])[N:6]=1.C(N(CC)CC)C.[F:23][C:24]([F:42])([F:41])[C:25]1[CH:40]=[CH:39][C:28]([O:29][CH:30]2[CH2:35][CH2:34][N:33]([C:36](Cl)=[O:37])[CH2:32][CH2:31]2)=[CH:27][CH:26]=1. Product: [F:41][C:24]([F:23])([F:42])[C:25]1[CH:40]=[CH:39][C:28]([O:29][CH:30]2[CH2:31][CH2:32][N:33]([C:36]([O:13][CH2:12][C@@:11]([OH:15])([CH3:14])[CH2:10][N:3]3[CH:4]=[C:5]([N+:7]([O-:9])=[O:8])[N:6]=[C:2]3[Cl:1])=[O:37])[CH2:34][CH2:35]2)=[CH:27][CH:26]=1. The catalyst class is: 133. (3) Reactant: Cl.[Cl:2][C:3]1[N:8]=[N:7][C:6]([N:9]2[C:17]3[CH2:16][CH2:15][NH:14][CH2:13][C:12]=3[CH:11]=[N:10]2)=[CH:5][CH:4]=1.Cl[CH2:19][C:20]([N:22]1[CH2:27][CH2:26][N:25]([CH:28]2[CH2:31][CH2:30][CH2:29]2)[CH2:24][CH2:23]1)=[O:21].C([O-])([O-])=O.[K+].[K+]. Product: [Cl:2][C:3]1[N:8]=[N:7][C:6]([N:9]2[C:17]3[CH2:16][CH2:15][N:14]([CH2:19][C:20]([N:22]4[CH2:27][CH2:26][N:25]([CH:28]5[CH2:31][CH2:30][CH2:29]5)[CH2:24][CH2:23]4)=[O:21])[CH2:13][C:12]=3[CH:11]=[N:10]2)=[CH:5][CH:4]=1. The catalyst class is: 23. (4) Reactant: [F:1][C:2]1[CH:3]=[CH:4][C:5]([O:11][CH3:12])=[C:6]([CH:10]=1)[C:7]([OH:9])=[O:8].[CH3:13]N(C)CCN(C)C.C([Li])(CC)C.CI.Cl. Product: [F:1][C:2]1[C:10]([CH3:13])=[C:6]([C:5]([O:11][CH3:12])=[CH:4][CH:3]=1)[C:7]([OH:9])=[O:8]. The catalyst class is: 1. (5) Reactant: [NH2:1][C:2]1/[C:3](=[CH:8]/[C:9]2[CH:27]=[CH:26][C:12]([O:13][C:14]3[CH:21]=[CH:20][C:17]([C:18]#[N:19])=[CH:16][C:15]=3[C:22]([F:25])([F:24])[F:23])=[C:11]([O:28][CH3:29])[CH:10]=2)/[NH:4][C:5](=[O:7])[N:6]=1.[CH2:30]([N:32]([CH2:36][CH3:37])[CH2:33][CH2:34]N)[CH3:31]. Product: [CH2:30]([N:32]([CH2:36][CH3:37])[CH2:33][CH2:34][NH:1][C:2]1/[C:3](=[CH:8]/[C:9]2[CH:27]=[CH:26][C:12]([O:13][C:14]3[CH:21]=[CH:20][C:17]([C:18]#[N:19])=[CH:16][C:15]=3[C:22]([F:23])([F:25])[F:24])=[C:11]([O:28][CH3:29])[CH:10]=2)/[NH:4][C:5](=[O:7])[N:6]=1)[CH3:31]. The catalyst class is: 5. (6) Reactant: [CH2:1]([N:3]([CH2:17][CH3:18])[C:4](=S)[NH:5][C:6]1[CH:15]=[CH:14][CH:13]=[CH:12][C:7]=1[C:8]([O:10]C)=O)[CH3:2].IC.O.[NH2:22][NH2:23].O. Product: [NH2:22][N:23]1[C:8](=[O:10])[C:7]2[C:6](=[CH:15][CH:14]=[CH:13][CH:12]=2)[N:5]=[C:4]1[N:3]([CH2:1][CH3:2])[CH2:17][CH3:18]. The catalyst class is: 5. (7) Reactant: [N+:1]([C:4]1[CH:5]=[C:6]([CH:14]=[CH:15][C:16]=1[N:17]1[CH2:22][CH2:21][N:20]([CH3:23])[CH2:19][CH2:18]1)[C:7]([O:9][C:10]([CH3:13])([CH3:12])[CH3:11])=[O:8])([O-])=O. Product: [NH2:1][C:4]1[CH:5]=[C:6]([CH:14]=[CH:15][C:16]=1[N:17]1[CH2:22][CH2:21][N:20]([CH3:23])[CH2:19][CH2:18]1)[C:7]([O:9][C:10]([CH3:13])([CH3:12])[CH3:11])=[O:8]. The catalyst class is: 19. (8) Reactant: [F:1][C:2]1[CH:7]=[CH:6][C:5]([C:8]2[O:9][C:10]3[CH:20]=[CH:19][C:18]([C:21]4[CH:22]=[C:23]([CH:27]=[CH:28][CH:29]=4)[C:24](O)=[O:25])=[CH:17][C:11]=3[C:12]=2[C:13](=[O:16])[NH:14][CH3:15])=[CH:4][CH:3]=1.CCN=C=NCCCN(C)C.Cl.[CH3:42][S:43]([NH2:46])(=[O:45])=[O:44]. Product: [F:1][C:2]1[CH:7]=[CH:6][C:5]([C:8]2[O:9][C:10]3[CH:20]=[CH:19][C:18]([C:21]4[CH:29]=[CH:28][CH:27]=[C:23]([C:24](=[O:25])[NH:46][S:43]([CH3:42])(=[O:45])=[O:44])[CH:22]=4)=[CH:17][C:11]=3[C:12]=2[C:13]([NH:14][CH3:15])=[O:16])=[CH:4][CH:3]=1. The catalyst class is: 241. (9) Reactant: [OH-].[NH4+:2].[CH2:3]([O:5][CH2:6][C:7]1[N:8]([CH2:32][CH2:33][CH3:34])[C:9]2[C:18]3[CH:17]=[C:16]([O:19][CH2:20][CH2:21][NH:22][C:23](=[O:29])[O:24][C:25]([CH3:28])([CH3:27])[CH3:26])[CH:15]=[CH:14][C:13]=3[N+:12]([O-])=[CH:11][C:10]=2[N:31]=1)[CH3:4].C1(C)C=CC(S(Cl)(=O)=O)=CC=1. Product: [NH2:2][C:11]1[C:10]2[N:31]=[C:7]([CH2:6][O:5][CH2:3][CH3:4])[N:8]([CH2:32][CH2:33][CH3:34])[C:9]=2[C:18]2[CH:17]=[C:16]([O:19][CH2:20][CH2:21][NH:22][C:23](=[O:29])[O:24][C:25]([CH3:28])([CH3:27])[CH3:26])[CH:15]=[CH:14][C:13]=2[N:12]=1. The catalyst class is: 4. (10) Product: [NH:10]1[CH:11]=[CH:12][N:13]=[C:9]1[CH2:8][NH:7][C:14]1[C:17]([CH3:16])=[C:18]([CH:19]=[CH:20][CH:15]=1)[C:21]([NH:22][CH2:23][CH2:24][CH2:25][CH2:26][N:27]([CH2:28][CH2:29][CH3:30])[CH2:31][CH2:32][CH3:33])=[O:34]. Reactant: C(OC(=O)[N:7]([CH2:14][C:15]1[CH:20]=[CH:19][C:18]([C:21](=[O:34])[NH:22][CH2:23][CH2:24][CH2:25][CH2:26][N:27]([CH2:31][CH2:32][CH3:33])[CH2:28][CH2:29][CH3:30])=[CH:17][CH:16]=1)[CH2:8][C:9]1[NH:10][CH:11]=[CH:12][N:13]=1)(C)(C)C.Cl.O1CCOCC1. The catalyst class is: 5.